From a dataset of Forward reaction prediction with 1.9M reactions from USPTO patents (1976-2016). Predict the product of the given reaction. (1) Given the reactants [NH2:1][C:2]1[N:6]([C:7]2[CH:16]=[CH:15][C:10]3[NH:11][C:12]([CH3:14])=[N:13][C:9]=3[CH:8]=2)[N:5]=[CH:4][C:3]=1[C:17]([C:19]1[N:20](CC2C=CC(OC)=CC=2)[C:21]([Br:25])=[C:22]([Br:24])[CH:23]=1)=[O:18].[OH-].[Na+], predict the reaction product. The product is: [NH2:1][C:2]1[N:6]([C:7]2[CH:16]=[CH:15][C:10]3[NH:11][C:12]([CH3:14])=[N:13][C:9]=3[CH:8]=2)[N:5]=[CH:4][C:3]=1[C:17]([C:19]1[NH:20][C:21]([Br:25])=[C:22]([Br:24])[CH:23]=1)=[O:18]. (2) Given the reactants FC1C=C(C[C@@H](C2C(C3C=C(C=CC=3)C(N)=O)=CC=CN=2)NC(=O)CC2C3C(=CC=C(F)C=3)NC=2)C=C(F)C=1.FC(F)(F)C(O)=O.[NH2:47][C@H:48]([C:58]1[C:63]([C:64]2[CH:65]=[C:66]([CH:70]=[CH:71][CH:72]=2)[C:67]([NH2:69])=[O:68])=[CH:62][CH:61]=[CH:60][N:59]=1)[CH2:49][C:50]1[CH:55]=[C:54]([F:56])[CH:53]=[C:52]([F:57])[CH:51]=1.[CH2:73]([O:80][C:81]1[CH:82]=[C:83]2[C:87](=[CH:88][C:89]=1[CH3:90])[NH:86][CH:85]=[C:84]2[CH2:91][C:92](O)=[O:93])[C:74]1[CH:79]=[CH:78][CH:77]=[CH:76][CH:75]=1, predict the reaction product. The product is: [CH2:73]([O:80][C:81]1[CH:82]=[C:83]2[C:87](=[CH:88][C:89]=1[CH3:90])[NH:86][CH:85]=[C:84]2[CH2:91][C:92]([NH:47][C@H:48]([C:58]1[C:63]([C:64]2[CH:65]=[C:66]([CH:70]=[CH:71][CH:72]=2)[C:67]([NH2:69])=[O:68])=[CH:62][CH:61]=[CH:60][N:59]=1)[CH2:49][C:50]1[CH:51]=[C:52]([F:57])[CH:53]=[C:54]([F:56])[CH:55]=1)=[O:93])[C:74]1[CH:75]=[CH:76][CH:77]=[CH:78][CH:79]=1. (3) Given the reactants [F:1][C:2]([F:20])([F:19])[C:3]1[CH:8]=[CH:7][C:6]([C:9]2[CH:14]=[CH:13][C:12]([S:15](Cl)(=[O:17])=[O:16])=[CH:11][CH:10]=2)=[CH:5][CH:4]=1.[CH3:21][C:22]([NH2:26])([C:24]#[CH:25])[CH3:23].C(O)C(N)(CO)CO.C(=O)([O-])[O-], predict the reaction product. The product is: [CH3:21][C:22]([NH:26][S:15]([C:12]1[CH:13]=[CH:14][C:9]([C:6]2[CH:7]=[CH:8][C:3]([C:2]([F:20])([F:19])[F:1])=[CH:4][CH:5]=2)=[CH:10][CH:11]=1)(=[O:17])=[O:16])([C:24]#[CH:25])[CH3:23]. (4) Given the reactants B(Br)(Br)Br.[C:5]([C:7]1[CH:12]=[CH:11][C:10]([NH:13][C:14]([C:16]2[C:25]([O:26]C)=[CH:24][C:23]3[C:18](=[CH:19][CH:20]=[CH:21][CH:22]=3)[CH:17]=2)=[O:15])=[C:9]([O:28][C:29]([F:32])([F:31])[F:30])[CH:8]=1)#[N:6], predict the reaction product. The product is: [C:5]([C:7]1[CH:12]=[CH:11][C:10]([NH:13][C:14]([C:16]2[C:25]([OH:26])=[CH:24][C:23]3[C:18](=[CH:19][CH:20]=[CH:21][CH:22]=3)[CH:17]=2)=[O:15])=[C:9]([O:28][C:29]([F:30])([F:31])[F:32])[CH:8]=1)#[N:6]. (5) The product is: [CH3:50][C:47]([NH:46][C:8]([C:5]1[CH:4]=[C:3]([O:11][CH2:12][C:13]([F:16])([F:15])[F:14])[C:2]([Br:1])=[CH:7][N:6]=1)=[O:10])([C:48]#[N:49])[CH:51]1[CH2:53][CH2:52]1. Given the reactants [Br:1][C:2]1[C:3]([O:11][CH2:12][C:13]([F:16])([F:15])[F:14])=[CH:4][C:5]([C:8]([OH:10])=O)=[N:6][CH:7]=1.CN(C(ON1N=NC2C=CC=CC1=2)=[N+](C)C)C.[B-](F)(F)(F)F.C(N(CC)CC)C.[NH2:46][C:47]([CH:51]1[CH2:53][CH2:52]1)([CH3:50])[C:48]#[N:49], predict the reaction product. (6) Given the reactants [CH:1]([C:3]1[CH:10]=[CH:9][C:6]([CH2:7]Cl)=[CH:5][CH:4]=1)=[CH2:2].[NH:11]1[CH2:16][CH2:15][O:14][CH2:13][CH2:12]1, predict the reaction product. The product is: [CH:1]([C:3]1[CH:10]=[CH:9][C:6]([CH2:7][N:11]2[CH2:16][CH2:15][O:14][CH2:13][CH2:12]2)=[CH:5][CH:4]=1)=[CH2:2]. (7) Given the reactants C[O:2][C:3]([C:5]1[S:9][C:8]([N:10]2[CH2:15][CH2:14][N:13]([S:16]([C:19]3[CH:24]=[CH:23][C:22]([C:25]([F:28])([F:27])[F:26])=[CH:21][CH:20]=3)(=[O:18])=[O:17])[CH2:12][CH2:11]2)=[N:7][CH:6]=1)=O.Cl.[NH2:30][OH:31].C[O-].[Na+].CO, predict the reaction product. The product is: [OH:31][NH:30][C:3]([C:5]1[S:9][C:8]([N:10]2[CH2:11][CH2:12][N:13]([S:16]([C:19]3[CH:20]=[CH:21][C:22]([C:25]([F:26])([F:28])[F:27])=[CH:23][CH:24]=3)(=[O:18])=[O:17])[CH2:14][CH2:15]2)=[N:7][CH:6]=1)=[O:2].